The task is: Regression. Given two drug SMILES strings and cell line genomic features, predict the synergy score measuring deviation from expected non-interaction effect.. This data is from NCI-60 drug combinations with 297,098 pairs across 59 cell lines. (1) Drug 1: CN(CC1=CN=C2C(=N1)C(=NC(=N2)N)N)C3=CC=C(C=C3)C(=O)NC(CCC(=O)O)C(=O)O. Drug 2: CS(=O)(=O)CCNCC1=CC=C(O1)C2=CC3=C(C=C2)N=CN=C3NC4=CC(=C(C=C4)OCC5=CC(=CC=C5)F)Cl. Cell line: SW-620. Synergy scores: CSS=61.0, Synergy_ZIP=1.97, Synergy_Bliss=-0.922, Synergy_Loewe=-24.8, Synergy_HSA=-1.39. (2) Drug 2: C1C(C(OC1N2C=NC(=NC2=O)N)CO)O. Synergy scores: CSS=37.3, Synergy_ZIP=-2.40, Synergy_Bliss=-3.39, Synergy_Loewe=-12.8, Synergy_HSA=-1.07. Drug 1: CC1=C(C(=O)C2=C(C1=O)N3CC4C(C3(C2COC(=O)N)OC)N4)N. Cell line: HT29. (3) Drug 1: CN1CCC(CC1)COC2=C(C=C3C(=C2)N=CN=C3NC4=C(C=C(C=C4)Br)F)OC. Drug 2: C1=NC2=C(N=C(N=C2N1C3C(C(C(O3)CO)O)O)F)N. Cell line: NCI-H226. Synergy scores: CSS=0.345, Synergy_ZIP=-0.954, Synergy_Bliss=-3.77, Synergy_Loewe=-12.4, Synergy_HSA=-6.06.